The task is: Predict which catalyst facilitates the given reaction.. This data is from Catalyst prediction with 721,799 reactions and 888 catalyst types from USPTO. (1) Reactant: C([O:8][C:9]1[CH:10]=[C:11]([C:15]2[O:19][CH:18]=[N:17][CH:16]=2)[CH:12]=[CH:13][CH:14]=1)C1C=CC=CC=1.O1CCCC1. Product: [O:19]1[C:15]([C:11]2[CH:10]=[C:9]([OH:8])[CH:14]=[CH:13][CH:12]=2)=[CH:16][N:17]=[CH:18]1. The catalyst class is: 19. (2) Reactant: Br[C:2]1[C:3]([O:16][CH2:17][CH:18]([Cl:20])Cl)=[C:4]2[C:9](=[CH:10][CH:11]=1)[N:8]([C:12](=[O:14])[CH3:13])[C@@H:7]([CH3:15])[CH2:6][CH2:5]2.[CH:21]1([N:24]2[CH:28]=[C:27](B3OC(C)(C)C(C)(C)O3)[CH:26]=[N:25]2)[CH2:23][CH2:22]1.C(=O)([O-])[O-].[K+].[K+].O1CCOCC1. Product: [Cl:20]/[CH:18]=[CH:17]/[O:16][C:3]1[C:2]([C:27]2[CH:26]=[N:25][N:24]([CH:21]3[CH2:23][CH2:22]3)[CH:28]=2)=[CH:11][CH:10]=[C:9]2[C:4]=1[CH2:5][CH2:6][C@H:7]([CH3:15])[N:8]2[C:12](=[O:14])[CH3:13]. The catalyst class is: 263. (3) Reactant: [CH2:1]([N:8]1[C:17]([CH:18]=[O:19])=[C:16]([C:20]2[CH:25]=[CH:24][CH:23]=[CH:22][CH:21]=2)[C:15]2[C:10](=[CH:11][CH:12]=[C:13]([Br:26])[CH:14]=2)[C:9]1=[O:27])[C:2]1[CH:7]=[CH:6][CH:5]=[CH:4][CH:3]=1.[CH3:28][Mg]Br.O. Product: [CH2:1]([N:8]1[C:17]([CH:18]([OH:19])[CH3:28])=[C:16]([C:20]2[CH:21]=[CH:22][CH:23]=[CH:24][CH:25]=2)[C:15]2[C:10](=[CH:11][CH:12]=[C:13]([Br:26])[CH:14]=2)[C:9]1=[O:27])[C:2]1[CH:3]=[CH:4][CH:5]=[CH:6][CH:7]=1. The catalyst class is: 1. (4) Reactant: [CH2:1]([O:8][C:9]1[CH:10]=[C:11]([C:15]2[N:16]=[C:17]([C:25]3[CH:26]=[C:27]([CH2:31][OH:32])[CH:28]=[CH:29][CH:30]=3)[N:18]3[CH:23]=[CH:22][N:21]=[C:20](Cl)[C:19]=23)[CH:12]=[CH:13][CH:14]=1)[C:2]1[CH:7]=[CH:6][CH:5]=[CH:4][CH:3]=1.COC(=O)C1C=CC=C(C2N3C=CN=C(Cl)C3=C(C3C=CC=C(OCC4C=CC=CC=4)C=3)[N:43]=2)C=1.[H-].[H-].[H-].[H-].[Li+].[Al+3]. Product: [NH2:43][C:20]1[C:19]2[N:18]([C:17]([C:25]3[CH:26]=[C:27]([CH2:31][OH:32])[CH:28]=[CH:29][CH:30]=3)=[N:16][C:15]=2[C:11]2[CH:12]=[CH:13][CH:14]=[C:9]([O:8][CH2:1][C:2]3[CH:7]=[CH:6][CH:5]=[CH:4][CH:3]=3)[CH:10]=2)[CH:23]=[CH:22][N:21]=1. The catalyst class is: 1. (5) Reactant: [C:1]([O:5][C:6]([N:8]1[C:12]2[N:13]=[C:14]([C:25]3[CH:30]=[CH:29][C:28]([O:31][CH3:32])=[C:27]([F:33])[CH:26]=3)[N:15]=[C:16](OS(C(F)(F)F)(=O)=O)[C:11]=2[CH2:10][CH2:9]1)=[O:7])([CH3:4])([CH3:3])[CH3:2].[CH2:34]([Zn]CC)[CH3:35].CCCCCC. Product: [C:1]([O:5][C:6]([N:8]1[C:12]2[N:13]=[C:14]([C:25]3[CH:30]=[CH:29][C:28]([O:31][CH3:32])=[C:27]([F:33])[CH:26]=3)[N:15]=[C:16]([CH2:34][CH3:35])[C:11]=2[CH2:10][CH2:9]1)=[O:7])([CH3:4])([CH3:2])[CH3:3]. The catalyst class is: 75. (6) Reactant: [CH2:1]([N:8]1[C:16]2[C:11](=[CH:12][C:13](Br)=[CH:14][CH:15]=2)[C:10]([CH3:18])=[C:9]1[CH3:19])[C:2]1[CH:7]=[CH:6][CH:5]=[CH:4][CH:3]=1.C([O-])([O-])=O.[K+].[K+].[CH3:26][O:27][C:28]1[CH:33]=[CH:32][C:31](B(O)O)=[CH:30][CH:29]=1.ClCCl. Product: [CH2:1]([N:8]1[C:16]2[C:11](=[CH:12][C:13]([C:31]3[CH:32]=[CH:33][C:28]([O:27][CH3:26])=[CH:29][CH:30]=3)=[CH:14][CH:15]=2)[C:10]([CH3:18])=[C:9]1[CH3:19])[C:2]1[CH:7]=[CH:6][CH:5]=[CH:4][CH:3]=1. The catalyst class is: 75. (7) Reactant: [F:1][C:2]1[CH:3]=[C:4]([NH:9][C:10](=[O:16])[O:11][C:12]([CH3:15])([CH3:14])[CH3:13])[CH:5]=[CH:6][C:7]=1I.C([Sn](CCCC)(CCCC)[C:22]1[N:23]=[CH:24][S:25][CH:26]=1)CCC. Product: [F:1][C:2]1[CH:3]=[C:4]([NH:9][C:10](=[O:16])[O:11][C:12]([CH3:15])([CH3:14])[CH3:13])[CH:5]=[CH:6][C:7]=1[C:22]1[N:23]=[CH:24][S:25][CH:26]=1. The catalyst class is: 77.